Dataset: Forward reaction prediction with 1.9M reactions from USPTO patents (1976-2016). Task: Predict the product of the given reaction. (1) Given the reactants [NH2:1][C:2]1[CH:11]=[C:10]2[C:5]([CH2:6][CH2:7][N:8]([CH:12]=[O:13])[CH2:9]2)=[CH:4][CH:3]=1.[CH3:14][O:15][C:16]1[CH:24]=[CH:23][C:19]([C:20](Cl)=[O:21])=[CH:18][C:17]=1[C:25]([F:28])([F:27])[F:26], predict the reaction product. The product is: [CH:12]([N:8]1[CH2:7][CH2:6][C:5]2[C:10](=[CH:11][C:2]([NH:1][C:20](=[O:21])[C:19]3[CH:23]=[CH:24][C:16]([O:15][CH3:14])=[C:17]([C:25]([F:28])([F:26])[F:27])[CH:18]=3)=[CH:3][CH:4]=2)[CH2:9]1)=[O:13]. (2) Given the reactants [O:1]1[C:5]2[CH:6]=[CH:7][C:8]([CH2:10][C:11]#[N:12])=[CH:9][C:4]=2[O:3]C1.B(Br)(Br)Br.O, predict the reaction product. The product is: [OH:3][C:4]1[CH:9]=[C:8]([CH2:10][C:11]#[N:12])[CH:7]=[CH:6][C:5]=1[OH:1]. (3) The product is: [CH3:18][NH:17][C:15]([NH:14][CH:11]([CH:8]1[CH2:7][CH2:6][C:5](=[O:4])[CH2:10][CH2:9]1)[CH2:12][CH3:13])=[O:16]. Given the reactants O1[C:5]2([CH2:10][CH2:9][CH:8]([CH:11]([NH:14][C:15]([NH:17][CH3:18])=[O:16])[CH2:12][CH3:13])[CH2:7][CH2:6]2)[O:4]CC1.Cl.C(=O)([O-])[O-].[K+].[K+], predict the reaction product. (4) Given the reactants [NH2:1][CH:2]1[CH2:8][O:7][C:6]2[N:9]=[CH:10][C:11]([NH:13][C:14](=[O:23])[C:15]3[C:20]([Cl:21])=[CH:19][CH:18]=[CH:17][C:16]=3[Cl:22])=[CH:12][C:5]=2[N:4]([S:24]([C:27]2[CH:28]=[C:29]([CH3:33])[CH:30]=[CH:31][CH:32]=2)(=[O:26])=[O:25])[CH2:3]1.[C:34](OC(=O)C)(=[O:36])[CH3:35], predict the reaction product. The product is: [C:34]([NH:1][CH:2]1[CH2:8][O:7][C:6]2[N:9]=[CH:10][C:11]([NH:13][C:14](=[O:23])[C:15]3[C:20]([Cl:21])=[CH:19][CH:18]=[CH:17][C:16]=3[Cl:22])=[CH:12][C:5]=2[N:4]([S:24]([C:27]2[CH:28]=[C:29]([CH3:33])[CH:30]=[CH:31][CH:32]=2)(=[O:25])=[O:26])[CH2:3]1)(=[O:36])[CH3:35]. (5) Given the reactants O[Li].O.C[O:5][C:6](=[O:46])[CH2:7][C:8]1[CH:45]=[CH:44][CH:43]=[CH:42][C:9]=1[CH2:10][CH2:11][C:12]1[C:17]([C:18]([F:21])([F:20])[F:19])=[CH:16][N:15]=[C:14]([NH:22][C:23]2[CH:24]=[CH:25][C:26]([CH:29]3[CH2:34][CH2:33][N:32]([C:35]([O:37][C:38]([CH3:41])([CH3:40])[CH3:39])=[O:36])[CH2:31][CH2:30]3)=[N:27][CH:28]=2)[N:13]=1, predict the reaction product. The product is: [C:38]([O:37][C:35]([N:32]1[CH2:31][CH2:30][CH:29]([C:26]2[N:27]=[CH:28][C:23]([NH:22][C:14]3[N:13]=[C:12]([CH2:11][CH2:10][C:9]4[CH:42]=[CH:43][CH:44]=[CH:45][C:8]=4[CH2:7][C:6]([OH:46])=[O:5])[C:17]([C:18]([F:19])([F:20])[F:21])=[CH:16][N:15]=3)=[CH:24][CH:25]=2)[CH2:34][CH2:33]1)=[O:36])([CH3:41])([CH3:39])[CH3:40].